The task is: Predict the reactants needed to synthesize the given product.. This data is from Full USPTO retrosynthesis dataset with 1.9M reactions from patents (1976-2016). Given the product [CH2:1]([C@H:8]1[CH2:12][O:11][C:10](=[O:13])[N:9]1[C:14](=[O:40])[C@@H:15]([O:32][C:33]1[CH:38]=[CH:37][C:36]([CH3:39])=[CH:35][CH:34]=1)[C@H:16]([OH:17])[C:18]1[CH:23]=[CH:22][C:21]([OH:24])=[CH:20][CH:19]=1)[C:2]1[CH:7]=[CH:6][CH:5]=[CH:4][CH:3]=1, predict the reactants needed to synthesize it. The reactants are: [CH2:1]([C@H:8]1[CH2:12][O:11][C:10](=[O:13])[N:9]1[C:14](=[O:40])[C@@H:15]([O:32][C:33]1[CH:38]=[CH:37][C:36]([CH3:39])=[CH:35][CH:34]=1)[C@@H:16]([C:18]1[CH:23]=[CH:22][C:21]([O:24]CC2C=CC=CC=2)=[CH:20][CH:19]=1)[OH:17])[C:2]1[CH:7]=[CH:6][CH:5]=[CH:4][CH:3]=1.[H][H].